This data is from Forward reaction prediction with 1.9M reactions from USPTO patents (1976-2016). The task is: Predict the product of the given reaction. Given the reactants [CH3:1][C:2](=[CH:4][CH2:5][CH2:6][CH:7]([CH2:9][CH2:10]O)[CH3:8])[CH3:3].C1(P(C2C=CC=CC=2)C2C=CC=CC=2)C=CC=CC=1.N1C=CN=C1.[I:36]I, predict the reaction product. The product is: [I:36][CH2:10][CH2:9][CH:7]([CH3:8])[CH2:6][CH2:5][CH:4]=[C:2]([CH3:3])[CH3:1].